This data is from Reaction yield outcomes from USPTO patents with 853,638 reactions. The task is: Predict the reaction yield, written as a fraction of the theoretical maximum amount of product (1.0 means a 100% yield; for example, 0.34 means a 34% yield). (1) The reactants are [Cl:1][C:2]1[CH:3]=[C:4]([CH:8]=[C:9]([Cl:12])[C:10]=1[OH:11])[C:5](O)=[O:6].B.C1COCC1. The catalyst is C1COCC1. The product is [Cl:1][C:2]1[CH:3]=[C:4]([CH2:5][OH:6])[CH:8]=[C:9]([Cl:12])[C:10]=1[OH:11]. The yield is 0.990. (2) The reactants are [Br:1][C:2]1[N:7]=[C:6]2[NH:8][CH:9]=[N:10][C:5]2=[CH:4][CH:3]=1.[H-].[Na+].Cl[CH2:14][C:15]1[CH:25]=[CH:24][C:18]2[N:19]=[C:20]([S:22][CH3:23])[S:21][C:17]=2[CH:16]=1.O. The catalyst is CN(C=O)C. The product is [Br:1][C:2]1[N:7]=[C:6]2[N:8]([CH2:14][C:15]3[CH:25]=[CH:24][C:18]4[N:19]=[C:20]([S:22][CH3:23])[S:21][C:17]=4[CH:16]=3)[CH:9]=[N:10][C:5]2=[CH:4][CH:3]=1. The yield is 0.520.